The task is: Predict the reactants needed to synthesize the given product.. This data is from Full USPTO retrosynthesis dataset with 1.9M reactions from patents (1976-2016). (1) Given the product [CH2:1]([O:5][C:6]1[CH:11]=[C:10]([O:12][CH2:13][C:14]([F:24])([CH3:16])[CH3:15])[N:9]=[CH:8][N:7]=1)[C:2]#[C:3][CH3:4], predict the reactants needed to synthesize it. The reactants are: [CH2:1]([O:5][C:6]1[CH:11]=[C:10]([O:12][CH2:13][C:14](O)([CH3:16])[CH3:15])[N:9]=[CH:8][N:7]=1)[C:2]#[C:3][CH3:4].CCN(S(F)(F)[F:24])CC.O. (2) Given the product [ClH:24].[NH2:12][C@@H:7]([CH2:6][C:4]1[C:3]2[CH:20]=[CH:21][CH:22]=[CH:23][C:2]=2[S:1][CH:5]=1)[C:8]([NH:10][CH3:11])=[O:9], predict the reactants needed to synthesize it. The reactants are: [S:1]1[CH:5]=[C:4]([CH2:6][C@H:7]([NH:12]C(OC(C)(C)C)=O)[C:8]([NH:10][CH3:11])=[O:9])[C:3]2[CH:20]=[CH:21][CH:22]=[CH:23][C:2]1=2.[ClH:24].